Dataset: Reaction yield outcomes from USPTO patents with 853,638 reactions. Task: Predict the reaction yield, written as a fraction of the theoretical maximum amount of product (1.0 means a 100% yield; for example, 0.34 means a 34% yield). (1) The reactants are [N:1]1[CH:6]=[CH:5][CH:4]=[CH:3][C:2]=1[CH:7]=O.[CH3:9][O:10][C:11]1[CH:19]=[CH:18][CH:17]=[CH:16][C:12]=1[C@H:13]([NH2:15])[CH3:14]. No catalyst specified. The yield is 0.810. The product is [CH3:9][O:10][C:11]1[CH:19]=[CH:18][CH:17]=[CH:16][C:12]=1[C@H:13]([NH:15][CH2:7][C:2]1[CH:3]=[CH:4][CH:5]=[CH:6][N:1]=1)[CH3:14]. (2) The reactants are [NH:1]([C@@H:3]([CH2:6][CH:7]1[CH2:12][CH2:11][CH2:10][O:9][CH2:8]1)[CH2:4][OH:5])N. The catalyst is CO.[Ni]. The product is [NH2:1][C@@H:3]([CH2:6][CH:7]1[CH2:12][CH2:11][CH2:10][O:9][CH2:8]1)[CH2:4][OH:5]. The yield is 0.900. (3) The yield is 0.620. The reactants are CC(C[AlH]CC(C)C)C.[OH:10][C:11]1[CH:12]=[CH:13][C:14]2[C:18]([C:19]([C:21]3[CH:26]=[CH:25][C:24]([O:27][CH2:28][CH2:29][N:30]4[CH2:35][CH2:34][CH2:33][CH2:32][CH2:31]4)=[CH:23][CH:22]=3)=[O:20])=[C:17]([CH2:36][C:37]3[CH:42]=[CH:41][CH:40]=[CH:39][C:38]=3O)[S:16][C:15]=2[CH:44]=1. The catalyst is C1COCC1. The product is [N:30]1([CH2:29][CH2:28][O:27][C:24]2[CH:23]=[CH:22][C:21]([CH:19]3[C:18]4[C:14]5[CH:13]=[CH:12][C:11]([OH:10])=[CH:44][C:15]=5[S:16][C:17]=4[CH2:36][C:37]4[CH:38]=[CH:39][CH:40]=[CH:41][C:42]=4[O:20]3)=[CH:26][CH:25]=2)[CH2:35][CH2:34][CH2:33][CH2:32][CH2:31]1. (4) The reactants are CN(C(ON1N=NC2C=CC=NC1=2)=[N+](C)C)C.F[P-](F)(F)(F)(F)F.[NH2:25][C:26]1[CH:34]=[C:33]([Cl:35])[CH:32]=[CH:31][C:27]=1[C:28]([OH:30])=O.Cl.[NH2:37][C@@H:38]([CH:43]1[CH2:48][CH2:47][CH2:46][CH2:45][CH2:44]1)[C:39]([O:41][CH3:42])=[O:40].C(N(C(C)C)CC)(C)C. The catalyst is CN(C=O)C.C(OCC)(=O)C.CCCCCC.C(OCC)(=O)C. The product is [NH2:25][C:26]1[CH:34]=[C:33]([Cl:35])[CH:32]=[CH:31][C:27]=1[C:28]([NH:37][C@@H:38]([CH:43]1[CH2:48][CH2:47][CH2:46][CH2:45][CH2:44]1)[C:39]([O:41][CH3:42])=[O:40])=[O:30]. The yield is 0.700. (5) The reactants are [F:1][C:2]([F:31])([F:30])[C:3]1[CH:12]=[CH:11][C:10]2[CH2:13][N:14](C(OCC3C=CC=CC=3)=O)[CH2:15][CH2:16][N:8]3[C:9]=2[C:4]=1[CH:5]1[CH2:29][CH2:28][CH2:27][CH:6]1[CH2:7]3.FC(F)(F)S(O)(=O)=O.C1(OC)C=CC=CC=1.[OH-].[Na+].C(Cl)[Cl:51]. The catalyst is O. The product is [ClH:51].[F:30][C:2]([F:1])([F:31])[C:3]1[CH:12]=[CH:11][C:10]2[CH2:13][NH:14][CH2:15][CH2:16][N:8]3[C:9]=2[C:4]=1[CH:5]1[CH2:29][CH2:28][CH2:27][CH:6]1[CH2:7]3. The yield is 0.800. (6) The reactants are [CH3:1][O:2][C:3]1[CH:15]=[CH:14][C:13]([N+:16]([O-])=O)=[CH:12][C:4]=1[CH2:5][N:6]1[CH2:11][CH2:10][O:9][CH2:8][CH2:7]1.C(O)C.O.NN. The catalyst is C1COCC1.[Ni]. The product is [CH3:1][O:2][C:3]1[CH:15]=[CH:14][C:13]([NH2:16])=[CH:12][C:4]=1[CH2:5][N:6]1[CH2:11][CH2:10][O:9][CH2:8][CH2:7]1. The yield is 0.670. (7) The reactants are [CH3:1][NH2:2].[CH2:3]([O:7][C:8]1[C:15]([O:16][CH3:17])=[CH:14][CH:13]=[CH:12][C:9]=1[CH:10]=O)[CH:4]([CH3:6])[CH3:5].[BH4-].[Na+]. The catalyst is CO. The product is [CH2:3]([O:7][C:8]1[C:15]([O:16][CH3:17])=[CH:14][CH:13]=[CH:12][C:9]=1[CH2:10][CH2:1][NH2:2])[CH:4]([CH3:6])[CH3:5]. The yield is 0.910.